From a dataset of Peptide-MHC class I binding affinity with 185,985 pairs from IEDB/IMGT. Regression. Given a peptide amino acid sequence and an MHC pseudo amino acid sequence, predict their binding affinity value. This is MHC class I binding data. (1) The peptide sequence is EIMRMCHEG. The MHC is H-2-Db with pseudo-sequence H-2-Db. The binding affinity (normalized) is 0. (2) The peptide sequence is YTVKYPNL. The MHC is H-2-Kb with pseudo-sequence H-2-Kb. The binding affinity (normalized) is 0.754.